This data is from Catalyst prediction with 721,799 reactions and 888 catalyst types from USPTO. The task is: Predict which catalyst facilitates the given reaction. Reactant: [CH3:1][O:2][C:3](=[O:22])[C:4]1[CH:9]=[CH:8][CH:7]=[C:6]([CH2:10][C:11]([NH:14]C(OC(C)(C)C)=O)([CH3:13])[CH3:12])[CH:5]=1.FC(F)(F)C(O)=O. Product: [CH3:1][O:2][C:3](=[O:22])[C:4]1[CH:9]=[CH:8][CH:7]=[C:6]([CH2:10][C:11]([NH2:14])([CH3:12])[CH3:13])[CH:5]=1. The catalyst class is: 4.